Dataset: Forward reaction prediction with 1.9M reactions from USPTO patents (1976-2016). Task: Predict the product of the given reaction. (1) Given the reactants [Cl:1][C:2]1[CH:7]=[CH:6][CH:5]=[CH:4][C:3]=1[CH:8]([N:11]1[CH2:16][CH2:15][C:14]2[S:17][CH:18]=[CH:19][C:13]=2[CH2:12]1)[CH2:9]O.S(Cl)([Cl:22])=O, predict the reaction product. The product is: [Cl:22][CH2:9][CH:8]([N:11]1[CH2:16][CH2:15][C:14]2[S:17][CH:18]=[CH:19][C:13]=2[CH2:12]1)[C:3]1[CH:4]=[CH:5][CH:6]=[CH:7][C:2]=1[Cl:1]. (2) Given the reactants IC.[I:3][C:4]1[CH:5]=[C:6]([CH3:14])[C:7]2[O:11][C:10](=[O:12])[NH:9][C:8]=2[CH:13]=1.[C:15](=O)([O-])[O-].[K+].[K+].O, predict the reaction product. The product is: [I:3][C:4]1[CH:5]=[C:6]([CH3:14])[C:7]2[O:11][C:10](=[O:12])[N:9]([CH3:15])[C:8]=2[CH:13]=1. (3) Given the reactants Br[C:2]1[CH:11]=[CH:10][CH:9]=[C:8]([Cl:12])[C:3]=1[C:4]([O:6][CH3:7])=[O:5].[C:13]1(B2OC(C)(C)C(C)(C)O2)[CH2:17][CH2:16][CH2:15][CH:14]=1.C([O-])([O-])=O.[Na+].[Na+].O1CCOCC1.O, predict the reaction product. The product is: [Cl:12][C:8]1[CH:9]=[CH:10][CH:11]=[C:2]([CH:13]2[CH2:17][CH2:16][CH2:15][CH2:14]2)[C:3]=1[C:4]([O:6][CH3:7])=[O:5]. (4) Given the reactants [CH3:1][C:2]([C:7]1[CH:12]=[CH:11][CH:10]=[CH:9][CH:8]=1)([CH3:6])[C:3]([OH:5])=O.C(N(CC)C(C)C)(C)C.F[P-](F)(F)(F)(F)F.N1(OC(N(C)C)=[N+](C)C)C2N=CC=CC=2N=N1.[CH3:46][O:47][C:48]1[CH:49]=[C:50]([CH:53]=[CH:54][C:55]=1[O:56][CH3:57])[CH2:51][NH2:52], predict the reaction product. The product is: [CH3:46][O:47][C:48]1[CH:49]=[C:50]([CH:53]=[CH:54][C:55]=1[O:56][CH3:57])[CH2:51][NH:52][C:3](=[O:5])[C:2]([C:7]1[CH:12]=[CH:11][CH:10]=[CH:9][CH:8]=1)([CH3:1])[CH3:6]. (5) Given the reactants [Li]CCCC.[F:6][C:7]1[CH:8]=[C:9]([O:14][CH2:15][C:16]2[CH:21]=[CH:20][C:19]([F:22])=[CH:18][CH:17]=2)[CH:10]=[C:11]([F:13])[CH:12]=1.[C:23](=[O:25])=[O:24], predict the reaction product. The product is: [F:6][C:7]1[CH:8]=[C:9]([O:14][CH2:15][C:16]2[CH:21]=[CH:20][C:19]([F:22])=[CH:18][CH:17]=2)[CH:10]=[C:11]([F:13])[C:12]=1[C:23]([OH:25])=[O:24]. (6) The product is: [F:1][C:2]1[CH:7]=[C:6]([S:8]([CH3:11])(=[O:10])=[O:9])[CH:5]=[CH:4][C:3]=1[C:12]1[NH:13][C:14]2[C:19]([CH:20]=1)=[CH:18][C:17]([C:21]1[CH:28]=[CH:27][C:24]([C:25]#[N:26])=[CH:23][C:22]=1[CH3:29])=[CH:16][CH:15]=2. Given the reactants [F:1][C:2]1[CH:7]=[C:6]([S:8]([CH3:11])(=[O:10])=[O:9])[CH:5]=[CH:4][C:3]=1[C:12]1[N:13](S(C(F)(F)F)(=O)=O)[C:14]2[C:19]([CH:20]=1)=[CH:18][C:17]([C:21]1[CH:28]=[CH:27][C:24]([C:25]#[N:26])=[CH:23][C:22]=1[CH3:29])=[CH:16][CH:15]=2.[OH-].[Na+], predict the reaction product. (7) Given the reactants [C:1]12([NH2:11])[CH2:10][CH:5]3[CH2:6][CH:7]([CH2:9][CH:3]([CH2:4]3)[CH2:2]1)[CH2:8]2.[N+:12]([C:15]1[CH:22]=[CH:21][C:18]([CH:19]=O)=[CH:17][CH:16]=1)([O-:14])=[O:13], predict the reaction product. The product is: [C:1]12([NH:11][CH2:19][C:18]3[CH:21]=[CH:22][C:15]([N+:12]([O-:14])=[O:13])=[CH:16][CH:17]=3)[CH2:8][CH:7]3[CH2:6][CH:5]([CH2:4][CH:3]([CH2:9]3)[CH2:2]1)[CH2:10]2. (8) Given the reactants [F:1][C:2]1[CH:7]=[CH:6][C:5]([C:8]2[C:12]3[C:13](=[O:17])[NH:14][CH2:15][CH2:16][C:11]=3[NH:10][C:9]=2[CH:18]=O)=[CH:4][CH:3]=1.[Cl:20][C:21]1[CH:22]=[C:23]2[C:27](=[CH:28][CH:29]=1)[NH:26][C:25](=[O:30])[CH2:24]2, predict the reaction product. The product is: [Cl:20][C:21]1[CH:22]=[C:23]2[C:27](=[CH:28][CH:29]=1)[NH:26][C:25](=[O:30])[C:24]2=[CH:18][C:9]1[NH:10][C:11]2[CH2:16][CH2:15][NH:14][C:13](=[O:17])[C:12]=2[C:8]=1[C:5]1[CH:4]=[CH:3][C:2]([F:1])=[CH:7][CH:6]=1.